From a dataset of Forward reaction prediction with 1.9M reactions from USPTO patents (1976-2016). Predict the product of the given reaction. (1) Given the reactants [OH:1][C:2]1[CH:7]=[CH:6][N:5]=[C:4]([C:8]([F:11])([F:10])[F:9])[CH:3]=1.[N+:12]([O-])([OH:14])=[O:13].[OH-].[Na+], predict the reaction product. The product is: [N+:12]([C:7]1[C:2]([OH:1])=[CH:3][C:4]([C:8]([F:11])([F:9])[F:10])=[N:5][CH:6]=1)([O-:14])=[O:13]. (2) Given the reactants [Cl:1][C:2]1[CH:9]=[C:8]([N:10]([CH2:16][C:17]2[CH:22]=[CH:21][CH:20]=[CH:19][C:18]=2[Cl:23])[C@H:11]2[CH2:15][CH2:14][NH:13][CH2:12]2)[CH:7]=[CH:6][C:3]=1[C:4]#[N:5].[CH3:24][CH:25]([S:27](Cl)(=[O:29])=[O:28])[CH3:26], predict the reaction product. The product is: [Cl:1][C:2]1[CH:9]=[C:8]([N:10]([CH2:16][C:17]2[CH:22]=[CH:21][CH:20]=[CH:19][C:18]=2[Cl:23])[C@H:11]2[CH2:15][CH2:14][N:13]([S:27]([CH:25]([CH3:26])[CH3:24])(=[O:29])=[O:28])[CH2:12]2)[CH:7]=[CH:6][C:3]=1[C:4]#[N:5]. (3) Given the reactants [F:1][C:2]1[CH:9]=[CH:8][C:7]([O:10][CH:11]([F:13])[F:12])=[CH:6][C:3]=1[CH2:4][OH:5].[Cl:14][C:15]([N:17]1[C@H:22]([CH3:23])[CH2:21][N:20](C(OC(C)(C)C)=O)[CH2:19][C@@H:18]1[CH3:31])=[O:16], predict the reaction product. The product is: [ClH:14].[CH3:31][C@H:18]1[CH2:19][NH:20][CH2:21][C@@H:22]([CH3:23])[N:17]1[C:15]([O:5][CH2:4][C:3]1[CH:6]=[C:7]([O:10][CH:11]([F:12])[F:13])[CH:8]=[CH:9][C:2]=1[F:1])=[O:16]. (4) Given the reactants [F:1][C:2]1[C:3]([NH2:18])=[N:4][C:5]([O:8][CH2:9][C:10]2[CH:15]=[CH:14][CH:13]=[CH:12][C:11]=2[O:16][CH3:17])=[N:6][CH:7]=1.[Li+].C[Si]([N-][Si](C)(C)C)(C)C.[C:29]1([S:35](Cl)(=[O:37])=[O:36])[CH:34]=[CH:33][CH:32]=[CH:31][CH:30]=1, predict the reaction product. The product is: [F:1][C:2]1[C:3]([NH:18][S:35]([C:29]2[CH:34]=[CH:33][CH:32]=[CH:31][CH:30]=2)(=[O:37])=[O:36])=[N:4][C:5]([O:8][CH2:9][C:10]2[CH:15]=[CH:14][CH:13]=[CH:12][C:11]=2[O:16][CH3:17])=[N:6][CH:7]=1. (5) Given the reactants [Br:1][C:2]1[S:10][C:9]2[C:8](O)=[N:7][C:6]([C:12]3[CH:17]=[CH:16][N:15]=[CH:14][CH:13]=3)=[N:5][C:4]=2[C:3]=1[CH3:18].C(N(CC)CC)C.C(C1C=C(C(C)C)C=C(C(C)C)C=1S(Cl)(=O)=O)(C)C.[C:45]([N:52]1[CH2:56][CH2:55][C@@H:54]([NH2:57])[CH2:53]1)([O:47][C:48]([CH3:51])([CH3:50])[CH3:49])=[O:46], predict the reaction product. The product is: [C:48]([O:47][C:45]([N:52]1[CH2:56][CH2:55][C@@H:54]([NH:57][C:8]2[C:9]3[S:10][C:2]([Br:1])=[C:3]([CH3:18])[C:4]=3[N:5]=[C:6]([C:12]3[CH:17]=[CH:16][N:15]=[CH:14][CH:13]=3)[N:7]=2)[CH2:53]1)=[O:46])([CH3:51])([CH3:49])[CH3:50]. (6) The product is: [CH2:1]([NH:8][C:9]1[C:18]2[C:13](=[CH:14][CH:15]=[C:16]([CH2:19][NH:20][C:27](=[O:28])[C:26]3[CH:30]=[CH:31][C:23]([OH:22])=[CH:24][CH:25]=3)[CH:17]=2)[N:12]=[CH:11][N:10]=1)[C:2]1[CH:3]=[CH:4][CH:5]=[CH:6][CH:7]=1. Given the reactants [CH2:1]([NH:8][C:9]1[C:18]2[C:13](=[CH:14][CH:15]=[C:16]([C:19]#[N:20])[CH:17]=2)[N:12]=[CH:11][N:10]=1)[C:2]1[CH:7]=[CH:6][CH:5]=[CH:4][CH:3]=1.N.[OH:22][C:23]1[CH:31]=[CH:30][C:26]([C:27](O)=[O:28])=[CH:25][CH:24]=1.C1C=CC2N(O)N=NC=2C=1.O.CCN=C=NCCCN(C)C, predict the reaction product. (7) The product is: [Cl:17][C:11]1[N:10]=[C:9]([N:5]2[CH2:6][CH2:7][CH2:8][C@@H:3]([NH:2][C:18](=[O:27])[C:19]3[CH:24]=[CH:23][C:22]([O:25][CH3:26])=[CH:21][CH:20]=3)[CH2:4]2)[CH:14]=[N:13][C:12]=1[C:15]#[N:16]. Given the reactants Cl.[NH2:2][C@@H:3]1[CH2:8][CH2:7][CH2:6][N:5]([C:9]2[N:10]=[C:11]([Cl:17])[C:12]([C:15]#[N:16])=[N:13][CH:14]=2)[CH2:4]1.[C:18](O)(=[O:27])[C:19]1[CH:24]=[CH:23][C:22]([O:25][CH3:26])=[CH:21][CH:20]=1.CCN(C(C)C)C(C)C.C1CN([P+](ON2N=NC3C=CC=CC2=3)(N2CCCC2)N2CCCC2)CC1.F[P-](F)(F)(F)(F)F, predict the reaction product.